Dataset: Catalyst prediction with 721,799 reactions and 888 catalyst types from USPTO. Task: Predict which catalyst facilitates the given reaction. (1) Reactant: [F:1][C:2]1([F:29])[CH2:7][CH2:6][N:5]([C:8]([C:10]2[NH:11][C:12]3[C:17]([CH:18]=2)=[CH:16][C:15]([C:19]([N:21]2[CH2:25][CH2:24][CH:23]([N:26]([CH3:28])[CH3:27])[CH2:22]2)=[O:20])=[CH:14][CH:13]=3)=[O:9])[CH2:4][CH2:3]1.[H-].[Na+].[CH:32]1([CH2:35]Br)[CH2:34][CH2:33]1. Product: [CH:32]1([CH2:35][N:11]2[C:12]3[C:17](=[CH:16][C:15]([C:19]([N:21]4[CH2:25][CH2:24][CH:23]([N:26]([CH3:27])[CH3:28])[CH2:22]4)=[O:20])=[CH:14][CH:13]=3)[CH:18]=[C:10]2[C:8]([N:5]2[CH2:6][CH2:7][C:2]([F:1])([F:29])[CH2:3][CH2:4]2)=[O:9])[CH2:34][CH2:33]1. The catalyst class is: 9. (2) Reactant: [CH3:1][O:2][C:3]1[CH:8]=[CH:7][C:6](B(O)O)=[CH:5][CH:4]=1.C(O)C.Br[C:16]1[O:20][C:19]([CH:21]=[O:22])=[CH:18][CH:17]=1.C(=O)([O-])[O-].[Na+].[Na+]. The catalyst class is: 11. Product: [CH3:1][O:2][C:3]1[CH:8]=[CH:7][C:6]([C:16]2[O:20][C:19]([CH:21]=[O:22])=[CH:18][CH:17]=2)=[CH:5][CH:4]=1.